This data is from Catalyst prediction with 721,799 reactions and 888 catalyst types from USPTO. The task is: Predict which catalyst facilitates the given reaction. (1) Reactant: [F:1][C:2]1[CH:3]=[C:4]2[C:9](=[C:10]([O:12][CH2:13][CH2:14][CH2:15][O:16][CH3:17])[CH:11]=1)[N:8]=[C:7]([CH3:18])[CH:6]=[CH:5]2.[Se](=O)=[O:20]. The catalyst class is: 38. Product: [F:1][C:2]1[CH:3]=[C:4]2[C:9](=[C:10]([O:12][CH2:13][CH2:14][CH2:15][O:16][CH3:17])[CH:11]=1)[N:8]=[C:7]([CH:18]=[O:20])[CH:6]=[CH:5]2. (2) Reactant: C([O:5][C:6](=[O:23])[C:7]1[CH:12]=[C:11]([F:13])[C:10]([Cl:14])=[CH:9][C:8]=1[NH:15][C:16]([O:18]C(C)(C)C)=O)(C)(C)C.[O:24]([C:31]1[CH:39]=[CH:38][C:34](C(Cl)=O)=[CH:33][CH:32]=1)[C:25]1[CH:30]=[CH:29][CH:28]=[CH:27][CH:26]=1.C(N(CC)CC)C. The catalyst class is: 1. Product: [Cl:14][C:10]1[C:11]([F:13])=[CH:12][C:7]([C:6]([OH:5])=[O:23])=[C:8]([NH:15][C:16](=[O:18])[C:34]2[CH:38]=[CH:39][C:31]([O:24][C:25]3[CH:30]=[CH:29][CH:28]=[CH:27][CH:26]=3)=[CH:32][CH:33]=2)[CH:9]=1. (3) Reactant: [NH:1]([C:3]1[CH:11]=[CH:10][C:6]([C:7]([OH:9])=[O:8])=[CH:5][CH:4]=1)[NH2:2].C(O[C:16]([CH3:19])([CH3:18])[CH3:17])(=O)C. Product: [NH:1]([C:3]1[CH:4]=[CH:5][C:6]([C:7]([O:9][C:16]([CH3:19])([CH3:18])[CH3:17])=[O:8])=[CH:10][CH:11]=1)[NH2:2]. The catalyst class is: 74. (4) Reactant: C([N:8]1[CH2:13][CH2:12][NH:11][CH:10]([C:14]([F:17])([F:16])[F:15])[CH2:9]1)C1C=CC=CC=1.CC(O)=O.[H][H]. Product: [F:15][C:14]([F:17])([F:16])[CH:10]1[CH2:9][NH:8][CH2:13][CH2:12][NH:11]1. The catalyst class is: 19. (5) Reactant: Br[C:2]1[CH:7]=[C:6]([CH:8]2[CH2:10][CH2:9]2)[CH:5]=[C:4]([Cl:11])[CH:3]=1.[Li]CCCC.[C:17](=[O:19])=[O:18]. Product: [Cl:11][C:4]1[CH:3]=[C:2]([CH:7]=[C:6]([CH:8]2[CH2:10][CH2:9]2)[CH:5]=1)[C:17]([OH:19])=[O:18]. The catalyst class is: 1. (6) Reactant: [C:1]([O:5][C:6]([N:8]1[CH2:12][CH2:11][CH:10]([OH:13])[CH2:9]1)=[O:7])([CH3:4])([CH3:3])[CH3:2].[CH3:14][S:15](Cl)(=[O:17])=[O:16].O. Product: [C:1]([O:5][C:6]([N:8]1[CH2:12][CH2:11][CH:10]([O:13][S:15]([CH3:14])(=[O:17])=[O:16])[CH2:9]1)=[O:7])([CH3:4])([CH3:2])[CH3:3]. The catalyst class is: 17. (7) Reactant: Br[C:2]1[CH:3]=[C:4]([C:8]#[C:9][CH2:10][CH2:11][CH2:12][N:13]2[C:21](=[O:22])[C:20]3[C:15](=[CH:16][CH:17]=[CH:18][CH:19]=3)[C:14]2=[O:23])[CH:5]=[CH:6][CH:7]=1.[C:24]1(B(O)O)[CH:29]=[CH:28][CH:27]=[CH:26][CH:25]=1. Product: [C:2]1([C:24]2[CH:29]=[CH:28][CH:27]=[CH:26][CH:25]=2)[CH:7]=[CH:6][CH:5]=[C:4]([C:8]#[C:9][CH2:10][CH2:11][CH2:12][N:13]2[C:21](=[O:22])[C:20]3[C:15](=[CH:16][CH:17]=[CH:18][CH:19]=3)[C:14]2=[O:23])[CH:3]=1. The catalyst class is: 276. (8) Reactant: C([O:5][C:6]([N:8]1[CH:12]=[C:11]([C:13](=[N:15]O)[NH2:14])[C:10]([CH3:17])=[N:9]1)=[O:7])(C)(C)C.[CH3:18]O. Product: [C:6]([OH:5])(=[O:7])[CH3:18].[CH3:17][C:10]1[C:11]([C:13]([NH2:15])=[NH:14])=[CH:12][NH:8][N:9]=1. The catalyst class is: 45.